From a dataset of Catalyst prediction with 721,799 reactions and 888 catalyst types from USPTO. Predict which catalyst facilitates the given reaction. (1) Reactant: [CH:1]1[C:18]2[C:17]3[C:12](=[CH:13][CH:14]=[C:15]([OH:19])[CH:16]=3)[C:11]3[C:6](=[CH:7][CH:8]=[CH:9][CH:10]=3)[C:5]=2[CH:4]=[CH:3][C:2]=1[OH:20].N1C=CC=CC=1.[F:27][C:28]([F:41])([F:40])[S:29](O[S:29]([C:28]([F:41])([F:40])[F:27])(=[O:31])=[O:30])(=[O:31])=[O:30]. Product: [F:27][C:28]([F:41])([F:40])[S:29]([O:20][C:2]1[CH:3]=[CH:4][C:5]2[C:6]3[C:11](=[CH:10][CH:9]=[CH:8][CH:7]=3)[C:12]3[C:17](=[CH:16][C:15]([O:19][S:29]([C:28]([F:27])([F:40])[F:41])(=[O:30])=[O:31])=[CH:14][CH:13]=3)[C:18]=2[CH:1]=1)(=[O:31])=[O:30]. The catalyst class is: 4. (2) Reactant: Cl[C:2]1[CH:3]=[CH:4][C:5]2[N:6]([CH:8]=[C:9]([NH:11][C:12](=[O:14])[CH3:13])[N:10]=2)[N:7]=1.B1(B2OC(C)(C)C(C)(C)O2)OC(C)(C)C(C)(C)O1.CS(C)=O.C([O-])(=O)C.[K+].Br[C:43]1[CH:44]=[C:45]([NH:50][S:51]([CH3:54])(=[O:53])=[O:52])[C:46]([Cl:49])=[N:47][CH:48]=1.C(=O)([O-])[O-].[Na+].[Na+].C([O-])(=O)C.[Na+]. Product: [Cl:49][C:46]1[N:47]=[CH:48][C:43]([C:2]2[CH:3]=[CH:4][C:5]3[N:6]([CH:8]=[C:9]([NH:11][C:12](=[O:14])[CH3:13])[N:10]=3)[N:7]=2)=[CH:44][C:45]=1[NH:50][S:51]([CH3:54])(=[O:53])=[O:52]. The catalyst class is: 587. (3) Reactant: [CH3:1][NH:2][C:3]1[N:8]=[C:7]([C:9]2[S:10][C:11]3[CH:19]=[CH:18][CH:17]=[CH:16][C:12]=3[C:13](=[O:15])[N:14]=2)[CH:6]=[CH:5][CH:4]=1.[C:20](Cl)(=[O:23])[CH2:21][CH3:22].CN(C)C(=O)C. Product: [CH3:1][N:2]([C:3]1[CH:4]=[CH:5][CH:6]=[C:7]([C:9]2[S:10][C:11]3[CH:19]=[CH:18][CH:17]=[CH:16][C:12]=3[C:13](=[O:15])[N:14]=2)[N:8]=1)[C:20](=[O:23])[CH2:21][CH3:22]. The catalyst class is: 6.